Dataset: NCI-60 drug combinations with 297,098 pairs across 59 cell lines. Task: Regression. Given two drug SMILES strings and cell line genomic features, predict the synergy score measuring deviation from expected non-interaction effect. (1) Drug 1: CNC(=O)C1=NC=CC(=C1)OC2=CC=C(C=C2)NC(=O)NC3=CC(=C(C=C3)Cl)C(F)(F)F. Drug 2: CCN(CC)CCCC(C)NC1=C2C=C(C=CC2=NC3=C1C=CC(=C3)Cl)OC. Cell line: DU-145. Synergy scores: CSS=27.3, Synergy_ZIP=-9.23, Synergy_Bliss=-5.23, Synergy_Loewe=-24.9, Synergy_HSA=-3.08. (2) Drug 1: CCCCCOC(=O)NC1=NC(=O)N(C=C1F)C2C(C(C(O2)C)O)O. Drug 2: C#CCC(CC1=CN=C2C(=N1)C(=NC(=N2)N)N)C3=CC=C(C=C3)C(=O)NC(CCC(=O)O)C(=O)O. Cell line: 786-0. Synergy scores: CSS=77.8, Synergy_ZIP=15.5, Synergy_Bliss=-6.49, Synergy_Loewe=72.8, Synergy_HSA=-7.48. (3) Drug 1: C1CC(C1)(C(=O)O)C(=O)O.[NH2-].[NH2-].[Pt+2]. Drug 2: CC1=C(C=C(C=C1)C(=O)NC2=CC(=CC(=C2)C(F)(F)F)N3C=C(N=C3)C)NC4=NC=CC(=N4)C5=CN=CC=C5. Cell line: A549. Synergy scores: CSS=-0.662, Synergy_ZIP=0.428, Synergy_Bliss=-0.546, Synergy_Loewe=-3.26, Synergy_HSA=-2.65. (4) Drug 1: C1=C(C(=O)NC(=O)N1)N(CCCl)CCCl. Drug 2: CCN(CC)CCNC(=O)C1=C(NC(=C1C)C=C2C3=C(C=CC(=C3)F)NC2=O)C. Cell line: SNB-75. Synergy scores: CSS=12.7, Synergy_ZIP=-2.18, Synergy_Bliss=3.72, Synergy_Loewe=-0.600, Synergy_HSA=-0.217.